This data is from Retrosynthesis with 50K atom-mapped reactions and 10 reaction types from USPTO. The task is: Predict the reactants needed to synthesize the given product. (1) The reactants are: CC(C)(C)OC(=O)COc1cccc2c1CCCCC2N.O=S(=O)(Cl)c1cc(Br)cc(C(F)(F)F)c1. Given the product CC(C)(C)OC(=O)COc1cccc2c1CCCCC2NS(=O)(=O)c1cc(Br)cc(C(F)(F)F)c1, predict the reactants needed to synthesize it. (2) Given the product CC(=O)c1ccc(OCC2CCCCC2)cc1, predict the reactants needed to synthesize it. The reactants are: BrCC1CCCCC1.CC(=O)c1ccc(O)cc1. (3) Given the product Cn1ncc(Br)c1C(O)CCCc1ccccc1, predict the reactants needed to synthesize it. The reactants are: Cn1ncc(Br)c1C=O.[Mg+]CCCc1ccccc1. (4) Given the product O=C(NC(Cc1ccc2nc(-c3c(Cl)cccc3Cl)ccc2c1)C(=O)O)c1c(Cl)cccc1Cl, predict the reactants needed to synthesize it. The reactants are: COC(=O)C(Cc1ccc2nc(-c3c(Cl)cccc3Cl)ccc2c1)NC(=O)c1c(Cl)cccc1Cl.